From a dataset of Forward reaction prediction with 1.9M reactions from USPTO patents (1976-2016). Predict the product of the given reaction. (1) Given the reactants [CH3:1][N:2]([CH2:7][C:8](O)=O)[CH2:3][C:4](O)=O.[C:11]1([NH2:18])[CH:16]=[CH:15][CH:14]=[CH:13][C:12]=1[NH2:17], predict the reaction product. The product is: [NH:17]1[C:12]2[CH:13]=[CH:14][CH:15]=[CH:16][C:11]=2[N:18]=[C:4]1[CH2:3][N:2]([CH2:7][C:8]1[NH:18][C:11]2[CH:16]=[CH:15][CH:14]=[CH:13][C:12]=2[N:17]=1)[CH3:1]. (2) Given the reactants Br[C:2]1[C:10]([CH3:11])=[C:9]([CH3:12])[CH:8]=[C:7]2[C:3]=1[CH:4]=[CH:5][CH2:6]2.[C:13]([C:17]1[CH:22]=[CH:21][C:20](B(O)O)=[CH:19][CH:18]=1)([CH3:16])([CH3:15])[CH3:14], predict the reaction product. The product is: [C:13]([C:17]1[CH:22]=[CH:21][C:20]([C:2]2[C:10]([CH3:11])=[C:9]([CH3:12])[CH:8]=[C:7]3[C:3]=2[CH:4]=[CH:5][CH2:6]3)=[CH:19][CH:18]=1)([CH3:16])([CH3:15])[CH3:14]. (3) Given the reactants [OH:1][C:2]1[CH:3]=[C:4]2[C:9](=[CH:10][C:11]=1[O:12][CH3:13])[CH:8]([CH2:14][C:15]1[CH:20]=[CH:19][CH:18]=[C:17]([O:21][CH2:22][CH3:23])[CH:16]=1)[NH:7][CH:6]=[C:5]2[CH:24]=[O:25], predict the reaction product. The product is: [OH:1][C:2]1[CH:3]=[C:4]2[C:9](=[CH:10][C:11]=1[O:12][CH3:13])[C:8]([CH2:14][C:15]1[CH:20]=[CH:19][CH:18]=[C:17]([O:21][CH2:22][CH3:23])[CH:16]=1)=[N:7][CH:6]=[C:5]2[CH:24]=[O:25]. (4) The product is: [CH3:27][O:17][C:14](=[O:15])[C:4]1[CH:8]=[CH:9][C:10]([N+:11]([O-:13])=[O:12])=[C:2]([O:25][CH3:26])[CH:3]=1. Given the reactants O[C:2]1[CH:3]=[C:4]([CH:8]=[CH:9][C:10]=1[N+:11]([O-:13])=[O:12])C(O)=O.[C:14]([O-:17])([O-])=[O:15].[K+].[K+].COS([O:25][CH3:26])(=O)=O.[CH3:27]C(C)=O, predict the reaction product. (5) The product is: [Si:1]([O:18][CH2:19][C:20]([Cl:25])=[O:22])([C:14]([CH3:17])([CH3:16])[CH3:15])([C:8]1[CH:13]=[CH:12][CH:11]=[CH:10][CH:9]=1)[C:2]1[CH:7]=[CH:6][CH:5]=[CH:4][CH:3]=1. Given the reactants [Si:1]([O:18][CH2:19][C:20]([OH:22])=O)([C:14]([CH3:17])([CH3:16])[CH3:15])([C:8]1[CH:13]=[CH:12][CH:11]=[CH:10][CH:9]=1)[C:2]1[CH:7]=[CH:6][CH:5]=[CH:4][CH:3]=1.S(Cl)([Cl:25])=O, predict the reaction product. (6) Given the reactants [NH2:1][CH2:2][C:3]1[C:4](=[O:11])[NH:5][C:6]([CH3:10])=[CH:7][C:8]=1[CH3:9].[C:12]1([S:18]([N:21]2[C:29]3[C:24](=[CH:25][CH:26]=[CH:27][CH:28]=3)[C:23]([C:30](O)=[O:31])=[CH:22]2)(=[O:20])=[O:19])[CH:17]=[CH:16][CH:15]=[CH:14][CH:13]=1.F[P-](F)(F)(F)(F)F.N1(OC(N(C)C)=[N+](C)C)C2N=CC=CC=2N=N1.C(N(CC)CC)C, predict the reaction product. The product is: [CH3:9][C:8]1[CH:7]=[C:6]([CH3:10])[NH:5][C:4](=[O:11])[C:3]=1[CH2:2][NH:1][C:30]([C:23]1[C:24]2[C:29](=[CH:28][CH:27]=[CH:26][CH:25]=2)[N:21]([S:18]([C:12]2[CH:17]=[CH:16][CH:15]=[CH:14][CH:13]=2)(=[O:19])=[O:20])[CH:22]=1)=[O:31]. (7) Given the reactants C(O[C:4]1[C:5](=[O:20])[C:6](=[O:19])[C:7]=1[NH:8][C:9]1[CH:14]=[CH:13][C:12]([N+:15]([O-:17])=[O:16])=[CH:11][C:10]=1[OH:18])C.[Br:21][C:22]1[CH:28]=[CH:27][CH:26]=[CH:25][C:23]=1[NH2:24].C(OC(=O)C)C, predict the reaction product. The product is: [Br:21][C:22]1[CH:28]=[CH:27][CH:26]=[CH:25][C:23]=1[NH:24][C:4]1[C:5](=[O:20])[C:6](=[O:19])[C:7]=1[NH:8][C:9]1[CH:14]=[CH:13][C:12]([N+:15]([O-:17])=[O:16])=[CH:11][C:10]=1[OH:18].